This data is from Retrosynthesis with 50K atom-mapped reactions and 10 reaction types from USPTO. The task is: Predict the reactants needed to synthesize the given product. (1) Given the product CCOC(=O)CCN(C)c1ccc(C(=O)N(C)CCCN(C)C(=O)OC(C)(C)C)cc1, predict the reactants needed to synthesize it. The reactants are: C=O.CCOC(=O)CCNc1ccc(C(=O)N(C)CCCN(C)C(=O)OC(C)(C)C)cc1. (2) Given the product Cc1c([C@@H]2CN3CCNC[C@H]3CN2C(=O)OC(C)(C)C)ccc(F)c1C#N, predict the reactants needed to synthesize it. The reactants are: Cc1c([C@@H]2CN3CCN(C(=O)OCc4ccccc4)C[C@H]3CN2C(=O)OC(C)(C)C)ccc(F)c1C#N. (3) Given the product Cc1nccc(-c2cccc(C(=O)CC(=O)Nc3cc(C(F)(F)F)ccc3NC(=O)OC(C)(C)C)c2)c1C, predict the reactants needed to synthesize it. The reactants are: CC(C)(C)OC(=O)Nc1ccc(C(F)(F)F)cc1N.Cc1nccc(-c2cccc(C(=O)CC(=O)OC(C)(C)C)c2)c1C. (4) Given the product CNCCOc1ccccc1C=Cc1ccccn1, predict the reactants needed to synthesize it. The reactants are: CN.ClCCOc1ccccc1C=Cc1ccccn1. (5) Given the product OCCCSc1ccc(F)cc1, predict the reactants needed to synthesize it. The reactants are: Fc1ccc(S)cc1.OCCCCl. (6) Given the product [N-]=[N+]=NCCNS(=O)(=O)c1ccccc1, predict the reactants needed to synthesize it. The reactants are: O=S(=O)(Cl)c1ccccc1.[N-]=[N+]=NCCN. (7) Given the product Fc1cccc(-c2nn(CCN3CC[C@@H](F)C3)c3nnc(-c4ccccc4)c(Cl)c23)c1, predict the reactants needed to synthesize it. The reactants are: F[C@@H]1CCN(CCn2nc(I)c3c(Cl)c(-c4ccccc4)nnc32)C1.OB(O)c1cccc(F)c1. (8) Given the product CCC(=O)N(c1ccccc1)C1CCN(CCOc2ccc(NC(C)=O)cc2)CC1, predict the reactants needed to synthesize it. The reactants are: CC(=O)Nc1ccc(OCCBr)cc1.CCC(=O)N(c1ccccc1)C1CCNCC1.